From a dataset of Reaction yield outcomes from USPTO patents with 853,638 reactions. Predict the reaction yield, written as a fraction of the theoretical maximum amount of product (1.0 means a 100% yield; for example, 0.34 means a 34% yield). (1) The reactants are [C:1]([C:4]1[C:12]2[C:7](=[C:8]3[CH2:15][CH2:14][O:13][C:9]3=[CH:10][CH:11]=2)[NH:6][CH:5]=1)(=O)[CH3:2].B.CC(C)=O. The product is [CH2:1]([C:4]1[C:12]2[C:7](=[C:8]3[CH2:15][CH2:14][O:13][C:9]3=[CH:10][CH:11]=2)[NH:6][CH:5]=1)[CH3:2]. The yield is 0.450. The catalyst is O1CCCC1. (2) The reactants are [CH3:1][O:2][C:3](=[O:15])[CH:4](Cl)[C:5]([C:7]1[CH:12]=[CH:11][C:10]([F:13])=[CH:9][CH:8]=1)=[O:6].[C:16]([O-:19])(=[O:18])[CH3:17].[K+]. The catalyst is CN(C=O)C. The product is [CH3:1][O:2][C:3](=[O:15])[CH:4]([O:19][C:16](=[O:18])[CH3:17])[C:5]([C:7]1[CH:12]=[CH:11][C:10]([F:13])=[CH:9][CH:8]=1)=[O:6]. The yield is 0.800. (3) The product is [C:1]([O:5][C:6]([N:8]([CH2:20][C:21]([NH:26][NH2:27])=[O:22])[CH:9]1[CH2:10][N:11]([C:13]([O:15][C:16]([CH3:19])([CH3:18])[CH3:17])=[O:14])[CH2:12]1)=[O:7])([CH3:4])([CH3:3])[CH3:2]. The reactants are [C:1]([O:5][C:6]([N:8]([CH2:20][C:21](OCC)=[O:22])[CH:9]1[CH2:12][N:11]([C:13]([O:15][C:16]([CH3:19])([CH3:18])[CH3:17])=[O:14])[CH2:10]1)=[O:7])([CH3:4])([CH3:3])[CH3:2].[NH2:26][NH2:27]. The catalyst is C(O)C. The yield is 0.940. (4) The reactants are [C:1](/[CH:3]=[CH:4]/[S:5]([C:8]1[CH:13]=[CH:12][C:11]([C:14]([CH3:19])([CH3:18])[C:15]([OH:17])=O)=[CH:10][CH:9]=1)(=[O:7])=[O:6])#[N:2].[CH:20]1([NH2:26])[CH2:25][CH2:24][CH2:23][CH2:22][CH2:21]1.Cl.CN(C)CCCN=C=NCC.ON1C2C=CC=CC=2N=N1. The catalyst is O1CCCC1. The product is [C:1](/[CH:3]=[CH:4]/[S:5]([C:8]1[CH:9]=[CH:10][C:11]([C:14]([CH3:19])([CH3:18])[C:15]([NH:26][CH:20]2[CH2:25][CH2:24][CH2:23][CH2:22][CH2:21]2)=[O:17])=[CH:12][CH:13]=1)(=[O:6])=[O:7])#[N:2]. The yield is 0.610.